This data is from Full USPTO retrosynthesis dataset with 1.9M reactions from patents (1976-2016). The task is: Predict the reactants needed to synthesize the given product. (1) Given the product [CH3:24][O:25][C:26]1[CH:27]=[C:28]([C:34]2[N:35]=[C:36]3[C:42]([I:43])=[CH:41][NH:40][C:37]3=[N:38][CH:39]=2)[CH:29]=[CH:30][C:31]=1[O:32][CH3:33].[CH3:24][O:25][C:26]1[CH:27]=[C:28]([C:34]2[N:35]=[C:36]3[C:42]([I:43])=[CH:41][N:40]([S:46]([C:49]4[CH:55]=[CH:54][C:52]([CH3:53])=[CH:51][CH:50]=4)(=[O:48])=[O:47])[C:37]3=[N:38][CH:39]=2)[CH:29]=[CH:30][C:31]=1[O:32][CH3:33], predict the reactants needed to synthesize it. The reactants are: BrC1N=C2C=CNC2=NC=1.COC1C=C(B(O)O)C=CC=1OC.[CH3:24][O:25][C:26]1[CH:27]=[C:28]([C:34]2[N:35]=[C:36]3[C:42]([I:43])=[CH:41][NH:40][C:37]3=[N:38][CH:39]=2)[CH:29]=[CH:30][C:31]=1[O:32][CH3:33].[H-].[Na+].[S:46](Cl)([C:49]1[CH:55]=[CH:54][C:52]([CH3:53])=[CH:51][CH:50]=1)(=[O:48])=[O:47]. (2) Given the product [CH3:1][C:2]1[CH:11]=[N:10][C:9]2[C:4](=[C:5]([C:14]#[N:15])[CH:6]=[CH:7][CH:8]=2)[N:3]=1, predict the reactants needed to synthesize it. The reactants are: [CH3:1][C:2]1[CH:11]=[N:10][C:9]2[C:4](=[C:5](I)[CH:6]=[CH:7][CH:8]=2)[N:3]=1.O.[CH3:14][N:15](C=O)C. (3) Given the product [CH2:36]([N:39]1[C:47]2[CH:46]=[CH:45][C:44]([C:48]([N:50]3[CH2:55][CH2:54][CH:53]([CH3:56])[CH2:52][CH2:51]3)=[O:49])=[CH:43][C:42]=2[C:41]2[CH2:57][N:58]([CH:16]3[CH2:21][CH2:20][N:19]([C:22]([O:24][C:25]([CH3:28])([CH3:27])[CH3:26])=[O:23])[CH2:18][CH2:17]3)[CH2:59][CH2:60][C:40]1=2)[CH:37]=[CH2:38], predict the reactants needed to synthesize it. The reactants are: [BH-](OC(C)=O)(OC(C)=O)OC(C)=O.[Na+].O=[C:16]1[CH2:21][CH2:20][N:19]([C:22]([O:24][C:25]([CH3:28])([CH3:27])[CH3:26])=[O:23])[CH2:18][CH2:17]1.OC(C(F)(F)F)=O.[CH2:36]([N:39]1[C:47]2[CH:46]=[CH:45][C:44]([C:48]([N:50]3[CH2:55][CH2:54][CH:53]([CH3:56])[CH2:52][CH2:51]3)=[O:49])=[CH:43][C:42]=2[C:41]2[CH2:57][NH:58][CH2:59][CH2:60][C:40]1=2)[CH:37]=[CH2:38]. (4) The reactants are: Br[C:2]1[CH:3]=[C:4]([CH:7]=[CH:8][CH:9]=1)[CH:5]=[O:6].[C:10]([Si:12]([CH3:15])([CH3:14])[CH3:13])#[CH:11]. Given the product [CH3:13][Si:12]([C:10]#[C:11][C:2]1[CH:3]=[C:4]([CH:7]=[CH:8][CH:9]=1)[CH:5]=[O:6])([CH3:15])[CH3:14], predict the reactants needed to synthesize it. (5) Given the product [N:22]1([CH:17]([C:14]2[CH:13]=[CH:12][C:11]([C:1]3[C:10]4[C:5](=[CH:6][CH:7]=[CH:8][CH:9]=4)[CH:4]=[CH:3][CH:2]=3)=[N:16][CH:15]=2)[CH3:18])[CH:21]=[CH:20][N:24]=[CH:23]1, predict the reactants needed to synthesize it. The reactants are: [C:1]1([C:11]2[N:16]=[CH:15][C:14]([CH:17](O)[CH3:18])=[CH:13][CH:12]=2)[C:10]2[C:5](=[CH:6][CH:7]=[CH:8][CH:9]=2)[CH:4]=[CH:3][CH:2]=1.[CH:20]1[N:24]=[CH:23][N:22](C([N:22]2[CH:23]=[N:24][CH:20]=[CH:21]2)=O)[CH:21]=1. (6) Given the product [F:1][C:2]1[CH:7]=[CH:6][C:5]([C:8](=[O:40])[CH2:9][CH2:10][CH2:11][N:12]2[CH2:39][CH2:38][C:15]3([N:19]([C:20]4[CH:25]=[CH:24][CH:23]=[CH:22][CH:21]=4)[CH2:18][N:17]([CH2:26][C:27]4[CH:28]=[C:29]([CH:34]=[CH:35][CH:36]=4)[C:30]([OH:32])=[O:31])[C:16]3=[O:37])[CH2:14][CH2:13]2)=[CH:4][CH:3]=1, predict the reactants needed to synthesize it. The reactants are: [F:1][C:2]1[CH:7]=[CH:6][C:5]([C:8](=[O:40])[CH2:9][CH2:10][CH2:11][N:12]2[CH2:39][CH2:38][C:15]3([N:19]([C:20]4[CH:25]=[CH:24][CH:23]=[CH:22][CH:21]=4)[CH2:18][N:17]([CH2:26][C:27]4[CH:28]=[C:29]([CH:34]=[CH:35][CH:36]=4)[C:30]([O:32]C)=[O:31])[C:16]3=[O:37])[CH2:14][CH2:13]2)=[CH:4][CH:3]=1.[OH-].[Li+].CO. (7) Given the product [N:37]1([CH2:45][CH2:46][O:47][C:48]2[CH:49]=[CH:50][C:51]([CH2:52][N:54]([CH2:75][CH3:76])[C:55]3[CH:60]=[C:59]([O:61][CH3:62])[CH:58]=[CH:57][C:56]=3[CH:63]3[CH2:72][CH2:71][C:70]4[C:65](=[CH:66][CH:67]=[C:68]([O:73][CH3:74])[CH:69]=4)[CH2:64]3)=[CH:77][CH:78]=2)[CH2:44][CH2:43][CH2:42][CH2:41][CH2:40][CH2:39][CH2:38]1, predict the reactants needed to synthesize it. The reactants are: C(N(C1C=C(OC)C=CC=1C1CCC2C(=CC=C(OC)C=2)C1)C(C1C=CC(OCC(O)=O)=CC=1)=O)C.[N:37]1([C:45](=O)[CH2:46][O:47][C:48]2[CH:78]=[CH:77][C:51]([C:52]([N:54]([CH2:75][CH3:76])[C:55]3[CH:60]=[C:59]([O:61][CH3:62])[CH:58]=[CH:57][C:56]=3[CH:63]3[CH2:72][CH2:71][C:70]4[C:65](=[CH:66][CH:67]=[C:68]([O:73][CH3:74])[CH:69]=4)[CH2:64]3)=O)=[CH:50][CH:49]=2)[CH2:44][CH2:43][CH2:42][CH2:41][CH2:40][CH2:39][CH2:38]1.